Dataset: Merck oncology drug combination screen with 23,052 pairs across 39 cell lines. Task: Regression. Given two drug SMILES strings and cell line genomic features, predict the synergy score measuring deviation from expected non-interaction effect. (1) Drug 1: CN1C(=O)C=CC2(C)C3CCC4(C)C(NC(=O)OCC(F)(F)F)CCC4C3CCC12. Cell line: KPL1. Synergy scores: synergy=41.9. Drug 2: CCC1(O)CC2CN(CCc3c([nH]c4ccccc34)C(C(=O)OC)(c3cc4c(cc3OC)N(C)C3C(O)(C(=O)OC)C(OC(C)=O)C5(CC)C=CCN6CCC43C65)C2)C1. (2) Drug 1: CN(C)C(=N)N=C(N)N. Drug 2: CS(=O)(=O)CCNCc1ccc(-c2ccc3ncnc(Nc4ccc(OCc5cccc(F)c5)c(Cl)c4)c3c2)o1. Cell line: SW620. Synergy scores: synergy=-6.51.